This data is from Full USPTO retrosynthesis dataset with 1.9M reactions from patents (1976-2016). The task is: Predict the reactants needed to synthesize the given product. (1) The reactants are: [O:1]=[CH:2][C@@H:3]([C@H:5]([C@H:7]([CH2:9][OH:10])[OH:8])[OH:6])[OH:4].O=C[C@@H]([C@H]([C@H]([C@@H](CO)O)O)O)O. Given the product [O:1]=[CH:2][C@@H:3]([C@H:5]([C@@H:7]([CH2:9][OH:10])[OH:8])[OH:6])[OH:4], predict the reactants needed to synthesize it. (2) Given the product [S:1]1[C:5]2[CH:6]=[C:7]([NH:10][C:14]3[C:15]4[N:16]([CH:18]=[CH:19][N:20]=4)[CH:17]=[C:12]([Br:11])[N:13]=3)[CH:8]=[CH:9][C:4]=2[N:3]=[CH:2]1, predict the reactants needed to synthesize it. The reactants are: [S:1]1[C:5]2[CH:6]=[C:7]([NH2:10])[CH:8]=[CH:9][C:4]=2[N:3]=[CH:2]1.[Br:11][C:12]1[N:13]=[C:14](Br)[C:15]2[N:16]([CH:18]=[CH:19][N:20]=2)[CH:17]=1.C([O-])([O-])=O.[K+].[K+]. (3) Given the product [Cl:1][C:2]1[N:3]=[CH:4][C:5]2[N:11]([CH3:23])[C:10](=[O:12])[C:9]([F:14])([CH3:13])[CH2:8][N:7]([CH:15]3[CH2:19][CH2:18][CH2:17][CH2:16]3)[C:6]=2[N:20]=1, predict the reactants needed to synthesize it. The reactants are: [Cl:1][C:2]1[N:3]=[CH:4][C:5]2[NH:11][C:10](=[O:12])[C:9]([F:14])([CH3:13])[CH2:8][N:7]([CH:15]3[CH2:19][CH2:18][CH2:17][CH2:16]3)[C:6]=2[N:20]=1.[H-].[Na+].[CH3:23]I. (4) Given the product [C:1]([C:3]1[C:4]([N:16]2[CH2:17][CH2:18][CH:19]([C:22](=[O:24])[NH:36][S:33]([CH2:32][C:28]3[CH:29]=[CH:30][CH:31]=[C:26]([F:25])[CH:27]=3)(=[O:35])=[O:34])[CH2:20][CH2:21]2)=[N:5][C:6]([O:14][CH3:15])=[C:7]([CH:8]=1)[C:9]([O:11][CH2:12][CH3:13])=[O:10])#[N:2], predict the reactants needed to synthesize it. The reactants are: [C:1]([C:3]1[C:4]([N:16]2[CH2:21][CH2:20][CH:19]([C:22]([OH:24])=O)[CH2:18][CH2:17]2)=[N:5][C:6]([O:14][CH3:15])=[C:7]([C:9]([O:11][CH2:12][CH3:13])=[O:10])[CH:8]=1)#[N:2].[F:25][C:26]1[CH:27]=[C:28]([CH2:32][S:33]([NH2:36])(=[O:35])=[O:34])[CH:29]=[CH:30][CH:31]=1. (5) Given the product [CH3:18][O:19][CH2:16][C:6]1[CH:7]=[C:8]([CH:13]=[C:14]([CH3:15])[C:5]=1[OH:4])[C:9]([O:11][CH3:12])=[O:10], predict the reactants needed to synthesize it. The reactants are: C([O:4][C:5]1[C:14]([CH3:15])=[CH:13][C:8]([C:9]([O:11][CH3:12])=[O:10])=[CH:7][C:6]=1[CH2:16]Br)(=O)C.[C:18](=O)(O)[O-:19].[Na+]. (6) Given the product [CH3:1][O:2][C:3]([C:5]1[C:10]([NH:11][C:15]2[CH:16]=[N:17][CH:18]=[N:19][CH:20]=2)=[N:9][CH:8]=[C:7]([O:12][CH3:13])[N:6]=1)=[O:4], predict the reactants needed to synthesize it. The reactants are: [CH3:1][O:2][C:3]([C:5]1[C:10]([NH2:11])=[N:9][CH:8]=[C:7]([O:12][CH3:13])[N:6]=1)=[O:4].Br[C:15]1[CH:16]=[N:17][CH:18]=[N:19][CH:20]=1.C(=O)([O-])[O-].[Cs+].[Cs+].CC1(C)C2C(=C(P(C3C=CC=CC=3)C3C=CC=CC=3)C=CC=2)OC2C(P(C3C=CC=CC=3)C3C=CC=CC=3)=CC=CC1=2.